Dataset: Reaction yield outcomes from USPTO patents with 853,638 reactions. Task: Predict the reaction yield, written as a fraction of the theoretical maximum amount of product (1.0 means a 100% yield; for example, 0.34 means a 34% yield). (1) The reactants are [F:1][C:2]1[CH:7]=[CH:6][C:5]([CH:8]2[N:12]([S:13]([C:16]3[CH:21]=[CH:20][C:19]([CH3:22])=[CH:18][CH:17]=3)(=[O:15])=[O:14])[CH:11]([C:23]3[N:24]=[N:25][NH:26][N:27]=3)[CH2:10][CH2:9]2)=[CH:4][CH:3]=1.[C:28](=O)([O-])[O-].[K+].[K+].CI. The catalyst is CC(C)=O. The product is [F:1][C:2]1[CH:3]=[CH:4][C:5]([CH:8]2[N:12]([S:13]([C:16]3[CH:21]=[CH:20][C:19]([CH3:22])=[CH:18][CH:17]=3)(=[O:15])=[O:14])[CH:11]([C:23]3[N:24]=[N:25][N:26]([CH3:28])[N:27]=3)[CH2:10][CH2:9]2)=[CH:6][CH:7]=1. The yield is 0.590. (2) The reactants are [OH-].[Na+].C[O:4][C:5]([C:7]1[CH:17]=[C:16]([O:18][C:19]2[CH:24]=[CH:23][C:22]([C:25]([N:27]3[CH2:30][CH2:29][CH2:28]3)=[O:26])=[CH:21][CH:20]=2)[C:10]2[CH2:11][C:12]([CH3:15])([CH3:14])[O:13][C:9]=2[CH:8]=1)=[O:6]. The catalyst is CO. The product is [N:27]1([C:25]([C:22]2[CH:21]=[CH:20][C:19]([O:18][C:16]3[C:10]4[CH2:11][C:12]([CH3:15])([CH3:14])[O:13][C:9]=4[CH:8]=[C:7]([C:5]([OH:6])=[O:4])[CH:17]=3)=[CH:24][CH:23]=2)=[O:26])[CH2:30][CH2:29][CH2:28]1. The yield is 0.740. (3) The reactants are [Cl:1][C:2]1[CH:3]=[C:4]([CH:30]=[O:31])[C:5]2[C:6]([CH:29]=1)=[N:7][N:8]([CH2:10][C:11]([NH:15][C:16](=[O:28])[C:17]1[CH:22]=[CH:21][C:20]([O:23][C:24]([F:27])([F:26])[F:25])=[CH:19][CH:18]=1)([C:13]#[N:14])[CH3:12])[N:9]=2.CC(=CC)C.Cl[O-].[Na+].P([O-])(O)(O)=[O:41].[Na+]. The catalyst is C1COCC1.O.C(O)(C)(C)C. The product is [Cl:1][C:2]1[CH:3]=[C:4]([C:30]([OH:41])=[O:31])[C:5]2[C:6]([CH:29]=1)=[N:7][N:8]([CH2:10][C:11]([C:13]#[N:14])([NH:15][C:16]([C:17]1[CH:18]=[CH:19][C:20]([O:23][C:24]([F:26])([F:25])[F:27])=[CH:21][CH:22]=1)=[O:28])[CH3:12])[N:9]=2. The yield is 0.870. (4) The reactants are [N+:1]([C:4]1[CH:9]=[CH:8][C:7]([C:10]2[S:11][CH:12]=[CH:13][CH:14]=2)=[CH:6][C:5]=1[NH:15][C:16](=[O:32])[NH:17][CH2:18][CH:19]1[CH2:24][CH2:23][N:22](C(OC(C)(C)C)=O)[CH2:21][CH2:20]1)([O-:3])=[O:2].C(O)(C(F)(F)F)=O. The catalyst is ClCCl. The product is [N+:1]([C:4]1[CH:9]=[CH:8][C:7]([C:10]2[S:11][CH:12]=[CH:13][CH:14]=2)=[CH:6][C:5]=1[NH:15][C:16]([NH:17][CH2:18][CH:19]1[CH2:24][CH2:23][NH:22][CH2:21][CH2:20]1)=[O:32])([O-:3])=[O:2]. The yield is 0.850. (5) The reactants are CC1C=C(N2CCN(CCOC3C=CC=CC=3)C2=O)SC=1C(O)=O.[F:25][C:26]1[CH:47]=[CH:46][C:29]([CH2:30][N:31]2[CH2:35][CH2:34][N:33]([C:36]3[S:40][C:39]([C:41](O)=[O:42])=[C:38]([CH3:44])[CH:37]=3)[C:32]2=[O:45])=[CH:28][CH:27]=1.Cl.[O:49]1[C:53]2[CH:54]=[CH:55][CH:56]=[CH:57][C:52]=2[N:51]=[C:50]1[CH2:58][NH2:59]. No catalyst specified. The product is [O:49]1[C:53]2[CH:54]=[CH:55][CH:56]=[CH:57][C:52]=2[N:51]=[C:50]1[CH2:58][NH:59][C:41]([C:39]1[S:40][C:36]([N:33]2[CH2:34][CH2:35][N:31]([CH2:30][C:29]3[CH:28]=[CH:27][C:26]([F:25])=[CH:47][CH:46]=3)[C:32]2=[O:45])=[CH:37][C:38]=1[CH3:44])=[O:42]. The yield is 0.850. (6) The reactants are [CH2:1]([C:6]1[CH:13]=[CH:12][C:9]([CH:10]=O)=[CH:8][CH:7]=1)[CH2:2][CH2:3][CH2:4][CH3:5].C(OP([CH2:22][C:23]([O:25][CH2:26][CH3:27])=[O:24])(OCC)=O)C.[H-].[Na+]. The catalyst is C1COCC1. The product is [CH2:1]([C:6]1[CH:13]=[CH:12][C:9](/[CH:10]=[CH:22]/[C:23]([O:25][CH2:26][CH3:27])=[O:24])=[CH:8][CH:7]=1)[CH2:2][CH2:3][CH2:4][CH3:5]. The yield is 1.00. (7) The reactants are [C:1]([C:5]1[CH:10]=[CH:9][C:8]([OH:11])=[CH:7][CH:6]=1)([CH3:4])([CH3:3])[CH3:2].S(Cl)([Cl:15])(=O)=O. The catalyst is ClCCl. The product is [Cl:15][C:9]1[CH:10]=[C:5]([C:1]([CH3:4])([CH3:2])[CH3:3])[CH:6]=[CH:7][C:8]=1[OH:11]. The yield is 0.800.